This data is from Peptide-MHC class I binding affinity with 185,985 pairs from IEDB/IMGT. The task is: Regression. Given a peptide amino acid sequence and an MHC pseudo amino acid sequence, predict their binding affinity value. This is MHC class I binding data. (1) The peptide sequence is RRATAILRK. The MHC is HLA-B27:05 with pseudo-sequence HLA-B27:05. The binding affinity (normalized) is 0.640. (2) The peptide sequence is EEKKFGAEV. The MHC is Mamu-A11 with pseudo-sequence Mamu-A11. The binding affinity (normalized) is 0.260.